Dataset: Forward reaction prediction with 1.9M reactions from USPTO patents (1976-2016). Task: Predict the product of the given reaction. (1) Given the reactants [CH3:1][C:2]1[C:10]2[C:5](=[CH:6][CH:7]=[C:8]([CH:11]=O)[CH:9]=2)[NH:4][N:3]=1.[NH2:13][C:14]([C:18]1[CH:23]=[CH:22][C:21]([F:24])=[CH:20][C:19]=1[F:25])=[CH:15][C:16]#[N:17].[C:33]([O:35][CH2:36][C:37](=O)[CH2:32][C:33]([O:35][CH2:36][CH3:37])=[O:34])(=[O:34])[CH3:32].Cl, predict the reaction product. The product is: [F:25][C:19]1[CH:20]=[C:21]([F:24])[CH:22]=[CH:23][C:18]=1[C:14]1[NH:13][C:37]2[CH2:36][O:35][C:33](=[O:34])[C:32]=2[CH:11]([C:8]2[CH:9]=[C:10]3[C:5](=[CH:6][CH:7]=2)[NH:4][N:3]=[C:2]3[CH3:1])[C:15]=1[C:16]#[N:17]. (2) Given the reactants [NH2:1][C@H:2]([C:7]([OH:9])=[O:8])[CH2:3][C:4]([OH:6])=[O:5].[CH:10](N)=[O:11], predict the reaction product. The product is: [CH:10]([NH:1][C@H:2]([C:7]([OH:9])=[O:8])[CH2:3][C:4]([OH:6])=[O:5])=[O:11]. (3) Given the reactants Br[C:2]([CH3:7])([CH3:6])[C:3]([OH:5])=[O:4].[NH:8]1[CH:12]=[CH:11][CH:10]=[N:9]1, predict the reaction product. The product is: [CH3:10][CH:11]1[CH2:12][CH2:2][CH2:3][O:4]1.[CH3:6][C:2]([N:8]1[CH:12]=[CH:11][CH:10]=[N:9]1)([CH3:7])[C:3]([OH:5])=[O:4]. (4) The product is: [Cl:28][C:22]1[CH:23]=[C:24]([Cl:27])[CH:25]=[CH:26][C:21]=1[C:3]1[C:2]([N:1]2[C:36](=[O:37])[CH2:35][N:30]([CH3:29])[CH2:31][C:32]2=[O:33])=[CH:7][N:6]=[C:5]([NH:8][CH2:9][CH2:10][NH:11][C:12]2[CH:17]=[CH:16][C:15]([N+:18]([O-:20])=[O:19])=[CH:14][N:13]=2)[N:4]=1. Given the reactants [NH2:1][C:2]1[C:3]([C:21]2[CH:26]=[CH:25][C:24]([Cl:27])=[CH:23][C:22]=2[Cl:28])=[N:4][C:5]([NH:8][CH2:9][CH2:10][NH:11][C:12]2[CH:17]=[CH:16][C:15]([N+:18]([O-:20])=[O:19])=[CH:14][N:13]=2)=[N:6][CH:7]=1.[CH3:29][N:30]([CH2:35][C:36](O)=[O:37])[CH2:31][C:32](O)=[O:33].CN(C(ON1N=NC2C=CC=CC1=2)=[N+](C)C)C.F[P-](F)(F)(F)(F)F.C(N(CC)C(C)C)(C)C, predict the reaction product. (5) Given the reactants Cl[C:2]1[C:3]2[C:10]([C:11]3[CH:16]=[CH:15][CH:14]=[CH:13][CH:12]=3)=[C:9]([C:17]([O:19][CH3:20])=[O:18])[S:8][C:4]=2[N:5]=[CH:6][N:7]=1.CCN(C(C)C)C(C)C.[CH2:30]1[C@H:36]2[NH:37][C@H:32]([CH2:33][CH:34]([OH:38])[CH2:35]2)[CH2:31]1, predict the reaction product. The product is: [OH:38][CH:34]1[CH2:33][CH:32]2[N:37]([C:2]3[C:3]4[C:10]([C:11]5[CH:16]=[CH:15][CH:14]=[CH:13][CH:12]=5)=[C:9]([C:17]([O:19][CH3:20])=[O:18])[S:8][C:4]=4[N:5]=[CH:6][N:7]=3)[CH:36]([CH2:30][CH2:31]2)[CH2:35]1. (6) Given the reactants [CH3:1][C:2]1[O:6][N:5]=[C:4]([C:7]2[CH:12]=[CH:11][CH:10]=[CH:9][CH:8]=2)[C:3]=1[C:13]1[CH:18]=[CH:17][N:16]=[C:15]([NH2:19])[N:14]=1.Br[C:21]1[CH:26]=[CH:25][CH:24]=[CH:23][CH:22]=1.C1C=CC(P(C2C(C3C(P(C4C=CC=CC=4)C4C=CC=CC=4)=CC=C4C=3C=CC=C4)=C3C(C=CC=C3)=CC=2)C2C=CC=CC=2)=CC=1.CC(C)([O-])C.[Na+], predict the reaction product. The product is: [CH3:1][C:2]1[O:6][N:5]=[C:4]([C:7]2[CH:8]=[CH:9][CH:10]=[CH:11][CH:12]=2)[C:3]=1[C:13]1[CH:18]=[CH:17][N:16]=[C:15]([NH:19][C:21]2[CH:26]=[CH:25][CH:24]=[CH:23][CH:22]=2)[N:14]=1. (7) Given the reactants [Cl:1][C:2]1[CH:3]=[C:4]([NH:17][C:18]2[C:27]3[C:22](=[CH:23][CH:24]=[C:25](C=O)[CH:26]=3)[N:21]=[CH:20][N:19]=2)[CH:5]=[CH:6][C:7]=1[O:8][CH2:9][C:10]1[CH:15]=[CH:14][CH:13]=[C:12]([F:16])[CH:11]=1.Cl.Cl.[N:32]1([CH2:38][CH2:39][O:40][NH2:41])[CH2:37][CH2:36][CH2:35][CH2:34][CH2:33]1, predict the reaction product. The product is: [Cl:1][C:2]1[CH:3]=[C:4]([NH:17][C:18]2[C:27]3[CH2:26][C:25](=[N:41][O:40][CH2:39][CH2:38][N:32]4[CH2:37][CH2:36][CH2:35][CH2:34][CH2:33]4)[CH:24]=[CH:23][C:22]=3[N:21]=[CH:20][N:19]=2)[CH:5]=[CH:6][C:7]=1[O:8][CH2:9][C:10]1[CH:15]=[CH:14][CH:13]=[C:12]([F:16])[CH:11]=1. (8) The product is: [CH3:9][C:7]1[NH:6][C:5]2[S:1][CH:2]=[CH:3][C:4]=2[CH:8]=1. Given the reactants [S:1]1[C:5]2[NH:6][C:7]([C:9]([O-])=O)=[CH:8][C:4]=2[CH:3]=[CH:2]1.[H-].[Al+3].[Li+].[H-].[H-].[H-], predict the reaction product. (9) The product is: [CH3:14][O:13][C:9]1[CH:8]=[C:4]([CH:3]=[C:2]([C:20]#[C:19][Si:16]([CH3:18])([CH3:17])[CH3:15])[C:10]=1[O:11][CH3:12])[C:5]([OH:7])=[O:6]. Given the reactants I[C:2]1[CH:3]=[C:4]([CH:8]=[C:9]([O:13][CH3:14])[C:10]=1[O:11][CH3:12])[C:5]([OH:7])=[O:6].[CH3:15][Si:16]([C:19]#[CH:20])([CH3:18])[CH3:17], predict the reaction product. (10) Given the reactants [C:1]([O:5][C:6]([N:8]1[CH2:17][C:12]2([CH2:16]CC[CH2:13]2)[NH:11][CH2:10][C:9]1([CH3:19])[CH3:18])=[O:7])([CH3:4])([CH3:3])[CH3:2].[CH3:20]C(N)(CC)CN.CC(C)(O)C#N, predict the reaction product. The product is: [C:1]([O:5][C:6]([N:8]1[CH2:17][C:12]([CH3:13])([CH3:16])[NH:11][CH2:10][C:9]1([CH2:18][CH3:20])[CH3:19])=[O:7])([CH3:2])([CH3:3])[CH3:4].